This data is from Peptide-MHC class II binding affinity with 134,281 pairs from IEDB. The task is: Regression. Given a peptide amino acid sequence and an MHC pseudo amino acid sequence, predict their binding affinity value. This is MHC class II binding data. (1) The peptide sequence is SLYNTVATLYCVHQRIEV. The MHC is DRB1_1302 with pseudo-sequence DRB1_1302. The binding affinity (normalized) is 0.582. (2) The peptide sequence is SYVKVLHHMVKI. The MHC is DRB1_1101 with pseudo-sequence DRB1_1101. The binding affinity (normalized) is 0.841. (3) The MHC is HLA-DQA10501-DQB10301 with pseudo-sequence HLA-DQA10501-DQB10301. The binding affinity (normalized) is 0.272. The peptide sequence is EYLNKIQNSLSTEWS. (4) The peptide sequence is PHPLEKKITQWLETKGV. The MHC is DRB3_0101 with pseudo-sequence DRB3_0101. The binding affinity (normalized) is 0. (5) The peptide sequence is GELQIVDKIDTAFKI. The binding affinity (normalized) is 0.575. The MHC is DRB4_0101 with pseudo-sequence DRB4_0103. (6) The peptide sequence is QLGELYYAIHKASPV. The MHC is HLA-DPA10201-DPB10101 with pseudo-sequence HLA-DPA10201-DPB10101. The binding affinity (normalized) is 0.396.